This data is from Forward reaction prediction with 1.9M reactions from USPTO patents (1976-2016). The task is: Predict the product of the given reaction. (1) Given the reactants CC(C)(C(C)=O)C(OC)=O.[CH3:11][O:12][C:13](=[O:27])[C:14]([CH3:26])([CH3:25])[C:15](=O)[CH2:16][CH:17](OCC)OCC.S(O)(O)(=O)=O.[NH2:33][C:34]1[NH:35][CH:36]=[CH:37][N:38]=1.[NH2:33][C:34]1[NH:35][CH:36]=[CH:37][N:38]=1, predict the reaction product. The product is: [CH3:11][O:12][C:13](=[O:27])[C:14]([C:15]1[CH:16]=[CH:17][N:35]2[CH:36]=[CH:37][N:38]=[C:34]2[N:33]=1)([CH3:25])[CH3:26]. (2) Given the reactants [F:1][C:2]1[CH:3]=[CH:4][C:5]([O:19][CH:20]2[CH2:24][CH2:23][O:22][CH2:21]2)=[C:6]([C@H:8]([NH:12][S@](C(C)(C)C)=O)[CH2:9][CH:10]=[CH2:11])[CH:7]=1.[ClH:25], predict the reaction product. The product is: [ClH:25].[F:1][C:2]1[CH:3]=[CH:4][C:5]([O:19][CH:20]2[CH2:24][CH2:23][O:22][CH2:21]2)=[C:6]([C@H:8]([NH2:12])[CH2:9][CH:10]=[CH2:11])[CH:7]=1.